This data is from Reaction yield outcomes from USPTO patents with 853,638 reactions. The task is: Predict the reaction yield, written as a fraction of the theoretical maximum amount of product (1.0 means a 100% yield; for example, 0.34 means a 34% yield). (1) The reactants are [CH3:1][C:2]([CH3:25])([CH3:24])[C:3]([O:5][CH2:6][C:7]1[CH:12]=[CH:11][C:10]([N+:13]([O-:15])=[O:14])=[C:9](OS(C(F)(F)F)(=O)=O)[CH:8]=1)=[O:4].[NH2:26][C:27]1[S:31][C:30]([C:32]([O:34][CH3:35])=[O:33])=[C:29]([O:36][C@@H:37]([C:39]2[CH:44]=[CH:43][CH:42]=[CH:41][C:40]=2[Cl:45])[CH3:38])[CH:28]=1.C1(C)C=CC=CC=1.C(=O)([O-])[O-].[Cs+].[Cs+]. The catalyst is CCOC(C)=O.C1C=CC(/C=C/C(/C=C/C2C=CC=CC=2)=O)=CC=1.C1C=CC(/C=C/C(/C=C/C2C=CC=CC=2)=O)=CC=1.C1C=CC(/C=C/C(/C=C/C2C=CC=CC=2)=O)=CC=1.[Pd].[Pd].CC1(C)C2C(=C(P(C3C=CC=CC=3)C3C=CC=CC=3)C=CC=2)OC2C(P(C3C=CC=CC=3)C3C=CC=CC=3)=CC=CC1=2. The product is [Cl:45][C:40]1[CH:41]=[CH:42][CH:43]=[CH:44][C:39]=1[C@H:37]([O:36][C:29]1[CH:28]=[C:27]([NH:26][C:9]2[CH:8]=[C:7]([CH2:6][O:5][C:3](=[O:4])[C:2]([CH3:1])([CH3:24])[CH3:25])[CH:12]=[CH:11][C:10]=2[N+:13]([O-:15])=[O:14])[S:31][C:30]=1[C:32]([O:34][CH3:35])=[O:33])[CH3:38]. The yield is 0.650. (2) The reactants are [CH3:1][N:2]1C(=O)CCC1.Cl[C:9]1[CH:14]=[CH:13][C:12]([NH:15]C(=O)C(C)(C)C)=[C:11]([C:22]#[C:23][CH3:24])[C:10]=1[C:25]([F:28])([F:27])[F:26].C([Cu])#N.[OH-].[NH4+]. The catalyst is CCOCC. The product is [CH3:24][C:23]1[NH:15][C:12]2[C:11]([CH:22]=1)=[C:10]([C:25]([F:26])([F:27])[F:28])[C:9]([C:1]#[N:2])=[CH:14][CH:13]=2. The yield is 0.640. (3) The reactants are [NH2:1][C@@H:2]([C:5]([OH:7])=[O:6])[CH2:3][OH:4].[C:8]([O:16][CH2:17][CH2:18][O:19][C:20](ON1C(=O)CCC1=O)=[O:21])(=[O:15])[CH2:9][CH2:10][CH2:11][CH2:12][CH2:13][CH3:14]. No catalyst specified. The product is [C:8]([O:16][CH2:17][CH2:18][O:19][C:20]([NH:1][C@H:2]([CH2:3][OH:4])[C:5]([OH:7])=[O:6])=[O:21])(=[O:15])[CH2:9][CH2:10][CH2:11][CH2:12][CH2:13][CH3:14]. The yield is 0.700.